The task is: Predict the reactants needed to synthesize the given product.. This data is from Full USPTO retrosynthesis dataset with 1.9M reactions from patents (1976-2016). (1) Given the product [C:1]([O:5][C:6]([N:8]1[C:16]2[C:11](=[CH:12][CH:13]=[CH:14][CH:15]=2)[CH:10]=[C:9]1[C:17]1[CH:22]=[C:21]([C:23]2[CH:24]=[C:25]([CH2:40][NH:51][CH3:50])[C:26]([O:31][CH2:32][O:33][CH2:34][CH2:35][Si:36]([CH3:38])([CH3:37])[CH3:39])=[C:27]([O:29][CH3:30])[CH:28]=2)[N:20]=[N:19][C:18]=1[O:42][CH3:43])=[O:7])([CH3:4])([CH3:2])[CH3:3], predict the reactants needed to synthesize it. The reactants are: [C:1]([O:5][C:6]([N:8]1[C:16]2[C:11](=[CH:12][CH:13]=[CH:14][CH:15]=2)[CH:10]=[C:9]1[C:17]1[CH:22]=[C:21]([C:23]2[CH:28]=[C:27]([O:29][CH3:30])[C:26]([O:31][CH2:32][O:33][CH2:34][CH2:35][Si:36]([CH3:39])([CH3:38])[CH3:37])=[C:25]([CH:40]=O)[CH:24]=2)[N:20]=[N:19][C:18]=1[O:42][CH3:43])=[O:7])([CH3:4])([CH3:3])[CH3:2].CN.C(O)(=O)C.[C:50]([BH3-])#[N:51].[Na+]. (2) Given the product [I:5][C:6]1[CH:11]=[CH:10][C:9]([OH:12])=[C:8]([CH2:14][CH:15]([CH3:17])[CH3:16])[CH:7]=1, predict the reactants needed to synthesize it. The reactants are: B(Br)(Br)Br.[I:5][C:6]1[CH:11]=[CH:10][C:9]([O:12]C)=[C:8]([CH2:14][CH:15]([CH3:17])[CH3:16])[CH:7]=1.O.C(Cl)Cl.CO. (3) Given the product [CH3:51][N:50]1[C:49]2[CH:52]=[CH:53][CH:54]=[CH:55][C:48]=2[N:47]=[C:46]1[CH2:45][N:1]1[C:9]2[C:4](=[CH:5][CH:6]=[CH:7][CH:8]=2)[C:3]2([CH2:13][O:12][C:11]3[CH:14]=[C:15]4[C:19](=[CH:20][C:10]2=3)[CH2:18][CH2:17][O:16]4)[C:2]1=[O:21], predict the reactants needed to synthesize it. The reactants are: [NH:1]1[C:9]2[C:4](=[CH:5][CH:6]=[CH:7][CH:8]=2)[C:3]2([CH2:13][O:12][C:11]3[CH:14]=[C:15]4[C:19](=[CH:20][C:10]2=3)[CH2:18][CH2:17][O:16]4)[C:2]1=[O:21].CC1C2C=C3C4(C5C(=CC=CC=5)NC4=O)COC3=CC=2ON=1.Br[CH2:45][C:46]1[N:50]([CH3:51])[C:49]2[CH:52]=[CH:53][CH:54]=[CH:55][C:48]=2[N:47]=1.BrCC1OC(C(F)(F)F)=CC=1. (4) The reactants are: [C:1]([NH:4][C@@H:5]([CH3:24])[CH2:6][O:7][C:8]1[N:13]=[CH:12][C:11]([NH:14][C:15](=[O:21])OC(C)(C)C)=[C:10]([OH:22])[C:9]=1[F:23])(=[O:3])[CH3:2].Cl.[C:26]([O:29][CH2:30][CH3:31])(=O)[CH3:27].C(O[CH2:36][CH3:37])(=O)C. Given the product [C:1]([NH:4][C@@H:5]([CH3:24])[CH2:6][O:7][C:8]1[N:13]=[CH:12][C:11]([NH:14][C:15]([C:12]2[CH:11]=[CH:10][C:26]([O:29][CH2:30][C:31]3[CH:37]=[CH:36][CH:24]=[CH:5][CH:6]=3)=[CH:27][N:13]=2)=[O:21])=[C:10]([OH:22])[C:9]=1[F:23])(=[O:3])[CH3:2], predict the reactants needed to synthesize it. (5) Given the product [Cl:1][C:2]1[CH:3]=[C:4]([C:5]([NH:27][C:28]2[N:32]([CH3:33])[N:31]=[CH:30][CH:29]=2)=[O:7])[CH:8]=[CH:9][C:10]=1[C:11]([NH:12][C:13]1[CH:18]=[CH:17][C:16]([Cl:19])=[C:15]([C:20]2[CH:25]=[CH:24][CH:23]=[CH:22][N:21]=2)[CH:14]=1)=[O:26], predict the reactants needed to synthesize it. The reactants are: [Cl:1][C:2]1[CH:3]=[C:4]([CH:8]=[CH:9][C:10]=1[C:11](=[O:26])[NH:12][C:13]1[CH:18]=[CH:17][C:16]([Cl:19])=[C:15]([C:20]2[CH:25]=[CH:24][CH:23]=[CH:22][N:21]=2)[CH:14]=1)[C:5]([OH:7])=O.[NH2:27][C:28]1[N:32]([CH3:33])[N:31]=[CH:30][CH:29]=1. (6) Given the product [Cl:13][C:10]1[C:9]2[C:4](=[CH:5][N:6]=[CH:7][CH:8]=2)[N:3]=[C:2]([C:17]2[CH:16]=[C:15]([CH3:14])[CH:20]=[CH:19][N:18]=2)[C:11]=1[CH3:12], predict the reactants needed to synthesize it. The reactants are: Cl[C:2]1[C:11]([CH3:12])=[C:10]([Cl:13])[C:9]2[C:4](=[CH:5][N:6]=[CH:7][CH:8]=2)[N:3]=1.[CH3:14][C:15]1[CH:20]=[CH:19][N:18]=[C:17]([Sn](CCCC)(CCCC)CCCC)[CH:16]=1. (7) Given the product [C:15]([O:19][C:20]([N:22]1[CH2:27][CH2:26][N:25]([C:11]([C:9]2[S:10][C:3]3[C:4](=[N:5][CH:6]=[CH:7][C:2]=3[Cl:1])[CH:8]=2)=[O:13])[CH2:24][CH2:23]1)=[O:21])([CH3:18])([CH3:16])[CH3:17], predict the reactants needed to synthesize it. The reactants are: [Cl:1][C:2]1[CH:7]=[CH:6][N:5]=[C:4]2[CH:8]=[C:9]([C:11]([O-:13])=O)[S:10][C:3]=12.[Li+].[C:15]([O:19][C:20]([N:22]1[CH2:27][CH2:26][NH:25][CH2:24][CH2:23]1)=[O:21])([CH3:18])([CH3:17])[CH3:16]. (8) The reactants are: [C:1]([C:3]1[CH:4]=[CH:5][C:6]([F:21])=[C:7]([C@:9]2([CH3:20])[CH2:14][C@@H:13]([C:15]([F:18])([F:17])[F:16])[O:12][C:11]([NH2:19])=[N:10]2)[CH:8]=1)#[CH:2].C1(C)C=CC=CC=1.[N:29]([C:32]1[CH:39]=[CH:38][C:35]([C:36]#[N:37])=[CH:34][N:33]=1)=[N+:30]=[N-:31]. Given the product [NH2:19][C:11]1[O:12][C@H:13]([C:15]([F:18])([F:16])[F:17])[CH2:14][C@:9]([C:7]2[CH:8]=[C:3]([C:1]3[N:31]=[N:30][N:29]([C:32]4[CH:39]=[CH:38][C:35]([C:36]#[N:37])=[CH:34][N:33]=4)[CH:2]=3)[CH:4]=[CH:5][C:6]=2[F:21])([CH3:20])[N:10]=1, predict the reactants needed to synthesize it. (9) Given the product [F:38][C:39]1[CH:40]=[CH:41][C:42]([C:45]2[N:49]=[C:48]([C:50]3[CH:51]=[C:52]([C:6]4[N:7]=[CH:8][N:9]([C:11]([C:12]5[CH:17]=[CH:16][CH:15]=[CH:14][CH:13]=5)([C:24]5[CH:25]=[CH:26][CH:27]=[CH:28][CH:29]=5)[C:18]5[CH:19]=[CH:20][CH:21]=[CH:22][CH:23]=5)[CH:10]=4)[CH:53]=[C:54]([F:56])[CH:55]=3)[O:47][N:46]=2)=[N:43][CH:44]=1, predict the reactants needed to synthesize it. The reactants are: C([Sn](CCCC)(CCCC)[C:6]1[N:7]=[CH:8][N:9]([C:11]([C:24]2[CH:29]=[CH:28][CH:27]=[CH:26][CH:25]=2)([C:18]2[CH:23]=[CH:22][CH:21]=[CH:20][CH:19]=2)[C:12]2[CH:17]=[CH:16][CH:15]=[CH:14][CH:13]=2)[CH:10]=1)CCC.[F:38][C:39]1[CH:40]=[CH:41][C:42]([C:45]2[N:49]=[C:48]([C:50]3[CH:55]=[C:54]([F:56])[CH:53]=[C:52](Br)[CH:51]=3)[O:47][N:46]=2)=[N:43][CH:44]=1.